Dataset: Forward reaction prediction with 1.9M reactions from USPTO patents (1976-2016). Task: Predict the product of the given reaction. (1) Given the reactants [O:1]1[C:5]2[CH:6]=[CH:7][C:8]([C:10]#[N:11])=[CH:9][C:4]=2[CH:3]=[CH:2]1.[Li]CCCC.[B:17](OC)([O:20]C)[O:18]C.Cl, predict the reaction product. The product is: [C:10]([C:8]1[CH:7]=[CH:6][C:5]2[O:1][C:2]([B:17]([OH:20])[OH:18])=[CH:3][C:4]=2[CH:9]=1)#[N:11]. (2) Given the reactants [CH:1]([C:4]1[N:5]([CH2:18][C:19]2[CH:24]=[CH:23][CH:22]=[CH:21][N:20]=2)[C:6]2[C:11]([C:12]=1[C:13](O)=[O:14])=[CH:10][CH:9]=[C:8](OC)[CH:7]=2)([CH3:3])[CH3:2].[F:25][C:26]1[CH:27]=[C:28]([CH:31]=[CH:32][C:33]=1[F:34])[CH2:29][NH2:30].[N:35]1[CH:40]=[CH:39][C:38](B(O)O)=[CH:37][CH:36]=1, predict the reaction product. The product is: [F:25][C:26]1[CH:27]=[C:28]([CH:31]=[CH:32][C:33]=1[F:34])[CH2:29][NH:30][C:13]([C:12]1[C:11]2[C:6](=[CH:7][C:8]([C:38]3[CH:39]=[CH:40][N:35]=[CH:36][CH:37]=3)=[CH:9][CH:10]=2)[N:5]([CH2:18][C:19]2[CH:24]=[CH:23][CH:22]=[CH:21][N:20]=2)[C:4]=1[CH:1]([CH3:3])[CH3:2])=[O:14]. (3) Given the reactants C(N(C(C)C)CC)(C)C.Cl.[CH3:11][O:12][C:13](=[O:20])[C@H:14]([CH2:16][CH2:17][S:18][CH3:19])[NH2:15].[CH3:21][N:22]([CH2:24][C:25]1[CH:30]=[CH:29][C:28]([C:31]2[O:35][C:34](=[O:36])[C:33]3([CH2:41][CH2:40][CH2:39][CH2:38][CH2:37]3)[N:32]=2)=[CH:27][CH:26]=1)[CH3:23], predict the reaction product. The product is: [CH3:11][O:12][C:13](=[O:20])[C@H:14]([CH2:16][CH2:17][S:18][CH3:19])[NH:15][C:34]([C:33]1([NH:32][C:31]([C:28]2[CH:29]=[CH:30][C:25]([CH2:24][N:22]([CH3:23])[CH3:21])=[CH:26][CH:27]=2)=[O:35])[CH2:41][CH2:40][CH2:39][CH2:38][CH2:37]1)=[O:36]. (4) Given the reactants C(Cl)(=O)C(Cl)=O.[N:7]1[N:14]2[C:10]([CH2:11][S:12][CH2:13]2)=[CH:9][C:8]=1[CH2:15][OH:16].[Cl-].[NH4+], predict the reaction product. The product is: [N:7]1[N:14]2[C:10]([CH2:11][S:12][CH2:13]2)=[CH:9][C:8]=1[CH:15]=[O:16]. (5) Given the reactants Cl.[NH2:2][C:3]1[CH:8]=[CH:7][CH:6]=[CH:5][C:4]=1B(O)O.C(=O)([O-])[O-].[Na+].[Na+].C(O)CC.C([O:25][CH2:26][CH2:27][CH2:28][CH2:29][C:30]1[N:31]([CH2:38][CH3:39])[N:32]=[C:33]([C:36]#[N:37])[C:34]=1Br)(=O)C, predict the reaction product. The product is: [NH2:37][C:36]1[C:33]2=[N:32][N:31]([CH2:38][CH3:39])[C:30]([CH2:29][CH2:28][CH2:27][CH2:26][OH:25])=[C:34]2[C:4]2[CH:5]=[CH:6][CH:7]=[CH:8][C:3]=2[N:2]=1. (6) The product is: [CH3:22][O:21][C:18]1[CH:17]=[CH:16][C:15]([CH2:14][NH:13][C:11]([C:6]2[N:7]=[C:8]([CH3:10])[N:9]=[C:4]([C:3]3[CH2:24][CH:23]([CH:25]4[CH2:26][CH2:27][N:28]([C:31]([O:33][C:34]([CH3:35])([CH3:37])[CH3:36])=[O:32])[CH2:29][CH2:30]4)[O:1][N:2]=3)[CH:5]=2)=[O:12])=[CH:20][CH:19]=1. Given the reactants [OH:1][N:2]=[CH:3][C:4]1[N:9]=[C:8]([CH3:10])[N:7]=[C:6]([C:11]([NH:13][CH2:14][C:15]2[CH:20]=[CH:19][C:18]([O:21][CH3:22])=[CH:17][CH:16]=2)=[O:12])[CH:5]=1.[CH:23]([CH:25]1[CH2:30][CH2:29][N:28]([C:31]([O:33][C:34]([CH3:37])([CH3:36])[CH3:35])=[O:32])[CH2:27][CH2:26]1)=[CH2:24].C(O)(=O)C.C(O)(=O)C.IC1C=CC=CC=1, predict the reaction product. (7) Given the reactants [N:1]1[CH:6]=[CH:5][C:4]([NH:7][C:8](=[O:19])OC2C=CC([N+]([O-])=O)=CC=2)=[CH:3][CH:2]=1.Cl.[NH2:21][C:22]1[C:23]2[C:33]([O:34][CH2:35][C@H:36]3[CH2:41][CH2:40][CH2:39][NH2+:38][CH2:37]3)=[CH:32][CH:31]=[CH:30][C:24]=2[NH:25][S:26](=[O:29])(=[O:28])[N:27]=1, predict the reaction product. The product is: [NH2:21][C:22]1[C:23]2[C:33]([O:34][CH2:35][C@H:36]3[CH2:41][CH2:40][CH2:39][N:38]([C:8]([NH:7][C:4]4[CH:3]=[CH:2][N:1]=[CH:6][CH:5]=4)=[O:19])[CH2:37]3)=[CH:32][CH:31]=[CH:30][C:24]=2[NH:25][S:26](=[O:28])(=[O:29])[N:27]=1. (8) Given the reactants ClC1N=C([N:8]([CH2:17][CH2:18][C:19]2[CH:24]=[CH:23][CH:22]=[CH:21][CH:20]=2)[C:9]2[N:14]=[C:13]([NH:15][CH3:16])[CH:12]=[CH:11][N:10]=2)C=CC=1.[Br-].[CH2:26]1[CH2:30]O[CH2:28][CH2:27]1, predict the reaction product. The product is: [CH2:26]([C:30]1[N:8]=[C:17]([N:15]([CH3:16])[C:13]2[CH:12]=[CH:11][N:10]=[C:9]([NH:8][CH2:17][CH2:18][C:19]3[CH:20]=[CH:21][CH:22]=[CH:23][CH:24]=3)[N:14]=2)[CH:18]=[CH:19][CH:20]=1)[C:27]1[CH:24]=[CH:23][CH:22]=[CH:21][CH:28]=1.